Dataset: Forward reaction prediction with 1.9M reactions from USPTO patents (1976-2016). Task: Predict the product of the given reaction. (1) Given the reactants [OH:1][C:2]1[CH:7]=[CH:6][C:5]([C:8]([F:11])([F:10])[F:9])=[CH:4][C:3]=1/[CH:12]=[N:13]/S(C(C)(C)C)=O.[C:20]([O-])([O-])=O.[Cs+].[Cs+].OC1C=CC(C(F)(F)F)=CC=1C=O.C(S(N)=O)(C)(C)C, predict the reaction product. The product is: [F:11][C:8]([F:9])([F:10])[C:5]1[CH:6]=[CH:7][C:2]2[O:1][CH2:20][CH:12]([NH2:13])[C:3]=2[CH:4]=1. (2) Given the reactants Br[CH2:2][CH2:3][N:4]1[C:8]([CH2:9]Cl)=[CH:7][C:6]([N+:11]([O-:13])=[O:12])=[N:5]1.[CH3:14][O:15][CH2:16][CH:17]([NH2:19])[CH3:18].CS(C)=O, predict the reaction product. The product is: [CH3:14][O:15][CH2:16][CH:17]([N:19]1[CH2:2][CH2:3][N:4]2[N:5]=[C:6]([N+:11]([O-:13])=[O:12])[CH:7]=[C:8]2[CH2:9]1)[CH3:18]. (3) Given the reactants ClS(C1C=C(C=CC=1F)C(O)=O)(=O)=O.[CH:15]1([NH2:18])[CH2:17][CH2:16]1.[Cl:19][C:20]1[CH:28]=[C:27]([F:29])[C:26]([S:30](NCC)(=[O:32])=[O:31])=[CH:25][C:21]=1[C:22]([OH:24])=[O:23], predict the reaction product. The product is: [Cl:19][C:20]1[CH:28]=[C:27]([F:29])[C:26]([S:30]([NH:18][CH:15]2[CH2:17][CH2:16]2)(=[O:32])=[O:31])=[CH:25][C:21]=1[C:22]([OH:24])=[O:23]. (4) Given the reactants Br[C:2]1[N:3]=[C:4]2[N:13]3[C:8]4=[C:9]([CH:16]=[CH:17][C:18]([CH3:19])=[C:7]4[C:6]4[CH:20]=[CH:21][CH:22]=[CH:23][C:5]2=4)[C:10]([CH3:15])([CH3:14])[CH2:11][C:12]=13.[CH3:24]B1OB(C)OB(C)O1.C(=O)([O-])[O-].[K+].[K+].C1(P(C2CCCCC2)C2C=CC=CC=2C2C(OC)=CC=CC=2OC)CCCCC1, predict the reaction product. The product is: [CH3:24][C:2]1[N:3]=[C:4]2[N:13]3[C:8]4=[C:9]([CH:16]=[CH:17][C:18]([CH3:19])=[C:7]4[C:6]4[CH:20]=[CH:21][CH:22]=[CH:23][C:5]2=4)[C:10]([CH3:14])([CH3:15])[CH2:11][C:12]=13. (5) Given the reactants C(OC([N:8]1[CH2:13][CH2:12][C@@H:11]([NH:14][S:15]([CH:18]([CH3:20])[CH3:19])(=[O:17])=[O:16])[C@H:10]([C:21]2[CH:26]=[CH:25][C:24]([C:27]3[CH:32]=[CH:31][CH:30]=[CH:29][CH:28]=3)=[CH:23][CH:22]=2)[CH2:9]1)=O)(C)(C)C.C(O)(C(F)(F)F)=O, predict the reaction product. The product is: [C:24]1([C:27]2[CH:28]=[CH:29][CH:30]=[CH:31][CH:32]=2)[CH:23]=[CH:22][C:21]([C@H:10]2[C@H:11]([NH:14][S:15]([CH:18]([CH3:20])[CH3:19])(=[O:17])=[O:16])[CH2:12][CH2:13][NH:8][CH2:9]2)=[CH:26][CH:25]=1.